From a dataset of Full USPTO retrosynthesis dataset with 1.9M reactions from patents (1976-2016). Predict the reactants needed to synthesize the given product. (1) Given the product [CH:13]1([C:12]#[C:11][C:10]2[CH:9]=[N:8][N:6]3[CH:7]=[C:2]([C:32]4[CH:31]=[N:30][N:29]([CH2:28][CH:27]([F:43])[CH2:26][OH:25])[CH:33]=4)[CH:3]=[C:4]([O:16][CH3:17])[C:5]=23)[CH2:15][CH2:14]1, predict the reactants needed to synthesize it. The reactants are: Br[C:2]1[CH:3]=[C:4]([O:16][CH3:17])[C:5]2[N:6]([N:8]=[CH:9][C:10]=2[C:11]#[C:12][CH:13]2[CH2:15][CH2:14]2)[CH:7]=1.[Si]([O:25][CH2:26][CH:27]([F:43])[CH2:28][N:29]1[CH:33]=[C:32](B2OC(C)(C)C(C)(C)O2)[CH:31]=[N:30]1)(C(C)(C)C)(C)C.[F-].[K+].F[B-](F)(F)F.C([PH+](C(C)(C)C)C(C)(C)C)(C)(C)C.[F-].C([N+](CCCC)(CCCC)CCCC)CCC. (2) Given the product [CH:2]([C:5]1[CH:6]=[C:7]([C@@H:11]([NH:13][C:33]([C:29]2[CH:28]=[C:27]3[C:32](=[CH:31][CH:30]=2)[N:24]([CH2:23][C:22]2[CH:21]=[C:20]([CH:40]=[CH:39][CH:38]=2)[O:19][C@H:17]([CH3:18])[C:16]([O:15][CH3:14])=[O:41])[C:25]([CH3:37])=[C:26]3[CH3:36])=[O:34])[CH3:12])[CH:8]=[CH:9][CH:10]=1)([CH3:4])[CH3:3], predict the reactants needed to synthesize it. The reactants are: Cl.[CH:2]([C:5]1[CH:6]=[C:7]([C@@H:11]([NH2:13])[CH3:12])[CH:8]=[CH:9][CH:10]=1)([CH3:4])[CH3:3].[CH3:14][O:15][C:16](=[O:41])[C@H:17]([O:19][C:20]1[CH:21]=[C:22]([CH:38]=[CH:39][CH:40]=1)[CH2:23][N:24]1[C:32]2[C:27](=[CH:28][C:29]([C:33](O)=[O:34])=[CH:30][CH:31]=2)[C:26]([CH3:36])=[C:25]1[CH3:37])[CH3:18].